This data is from Reaction yield outcomes from USPTO patents with 853,638 reactions. The task is: Predict the reaction yield, written as a fraction of the theoretical maximum amount of product (1.0 means a 100% yield; for example, 0.34 means a 34% yield). (1) The reactants are Cl[C:2]1[C:11]2[C:6](=[CH:7][CH:8]=[CH:9][C:10]=2[F:12])[N:5]=[CH:4][N:3]=1.[NH2:13][C:14]1[CH:19]=[CH:18][C:17]([OH:20])=[C:16]([Cl:21])[CH:15]=1.CC1C=C(NC2C3C(=CC=CC=3F)N=CN=2)C=CC=1O. The product is [Cl:21][C:16]1[CH:15]=[C:14]([NH:13][C:2]2[C:11]3[C:6](=[CH:7][CH:8]=[CH:9][C:10]=3[F:12])[N:5]=[CH:4][N:3]=2)[CH:19]=[CH:18][C:17]=1[OH:20]. No catalyst specified. The yield is 0.850. (2) The reactants are FC(F)(F)C(O)=O.C(OC([NH:15][C:16]1[N:17]=[CH:18][C:19]([C:22]2[N:26]([C:27]3[CH:28]=[N:29][C:30]([O:33][CH3:34])=[CH:31][CH:32]=3)[N:25]=[C:24]([C:35]([N:37]3[CH2:42][CH2:41][C:40]([F:44])([F:43])[CH2:39][CH2:38]3)=[O:36])[CH:23]=2)=[N:20][CH:21]=1)=O)(C)(C)C.C(=O)([O-])O.[Na+].C(Cl)(Cl)Cl. The catalyst is ClCCl. The product is [NH2:15][C:16]1[N:17]=[CH:18][C:19]([C:22]2[N:26]([C:27]3[CH:28]=[N:29][C:30]([O:33][CH3:34])=[CH:31][CH:32]=3)[N:25]=[C:24]([C:35]([N:37]3[CH2:38][CH2:39][C:40]([F:43])([F:44])[CH2:41][CH2:42]3)=[O:36])[CH:23]=2)=[N:20][CH:21]=1. The yield is 0.770. (3) The reactants are [CH3:1][O:2][C:3]1[CH:22]=[CH:21][C:6]([CH2:7][N:8]2[C:12]3[CH:13]=[N:14][C:15]([C:17](=[N:19]O)[CH3:18])=[CH:16][C:11]=3[N:10]=[CH:9]2)=[CH:5][CH:4]=1.[Cl-].[NH4+]. The catalyst is CO.CC(O)=O.[Zn]. The product is [CH3:1][O:2][C:3]1[CH:22]=[CH:21][C:6]([CH2:7][N:8]2[C:12]3[CH:13]=[N:14][C:15]([CH:17]([NH2:19])[CH3:18])=[CH:16][C:11]=3[N:10]=[CH:9]2)=[CH:5][CH:4]=1. The yield is 0.660. (4) The reactants are CS(O)(=O)=O.[C:6](OC(=O)C)(=[O:8])[CH3:7].[C:13]([O:16][C:17]1[C:18]([CH3:40])=[C:19]([CH:36]=[C:37]([CH3:39])[CH:38]=1)[C:20]([NH:22][C@@H:23]([CH2:29][C:30]1[CH:35]=[CH:34][CH:33]=[CH:32][CH:31]=1)[C@H:24]([OH:28])[C:25]([OH:27])=[O:26])=[O:21])(=[O:15])[CH3:14].CCCCCCC. The catalyst is C(OCC)(=O)C. The product is [C:6]([O:28][C@@H:24]([C@@H:23]([NH:22][C:20](=[O:21])[C:19]1[CH:36]=[C:37]([CH3:39])[CH:38]=[C:17]([O:16][C:13](=[O:15])[CH3:14])[C:18]=1[CH3:40])[CH2:29][C:30]1[CH:35]=[CH:34][CH:33]=[CH:32][CH:31]=1)[C:25]([OH:27])=[O:26])(=[O:8])[CH3:7]. The yield is 0.963. (5) The catalyst is C(Cl)Cl. The reactants are [CH3:1][O:2][C:3](=[O:16])[C:4]1[CH:9]=[C:8]([N+:10]([O-:12])=[O:11])[C:7]([NH2:13])=[C:6]([F:14])[C:5]=1F.[F:17][C:18]1[CH:23]=[CH:22][CH:21]=[CH:20][C:19]=1[NH2:24]. The product is [CH3:1][O:2][C:3](=[O:16])[C:4]1[CH:9]=[C:8]([N+:10]([O-:12])=[O:11])[C:7]([NH2:13])=[C:6]([F:14])[C:5]=1[NH:24][C:19]1[CH:20]=[CH:21][CH:22]=[CH:23][C:18]=1[F:17]. The yield is 0.520.